From a dataset of Catalyst prediction with 721,799 reactions and 888 catalyst types from USPTO. Predict which catalyst facilitates the given reaction. (1) Reactant: [Cl:1][C:2]1[CH:3]=[C:4]([C@@H:8]([C@@H:17]2[CH2:22][CH2:21][CH2:20][N:19]([C:23](=[N:43][C:44]#[N:45])[NH:24][C@H:25]([CH2:33][N:34](C)[C:35](OC(C)(C)C)=O)[CH2:26][CH:27]3[CH2:32][CH2:31][CH2:30][CH2:29][CH2:28]3)[CH2:18]2)[O:9][CH2:10][CH2:11][NH:12][C:13](=[O:16])[O:14][CH3:15])[CH:5]=[CH:6][CH:7]=1. The catalyst class is: 89. Product: [Cl:1][C:2]1[CH:3]=[C:4]([C@@H:8]([C@@H:17]2[CH2:22][CH2:21][CH2:20][N:19]([C:23](=[N:43][C:44]#[N:45])[NH:24][C@H:25]([CH2:33][NH:34][CH3:35])[CH2:26][CH:27]3[CH2:32][CH2:31][CH2:30][CH2:29][CH2:28]3)[CH2:18]2)[O:9][CH2:10][CH2:11][NH:12][C:13](=[O:16])[O:14][CH3:15])[CH:5]=[CH:6][CH:7]=1. (2) Product: [CH3:32][N:29]1[CH:30]=[N:31][C:27]([CH2:26][O:25][C:24]2[CH:23]=[C:22]([C:2]3[N:6]4[N:7]=[CH:8][C:9]([C:11]([F:14])([F:13])[F:12])=[N:10][C:5]4=[N:4][CH:3]=3)[CH:35]=[CH:34][CH:33]=2)=[N:28]1. Reactant: Br[C:2]1[N:6]2[N:7]=[CH:8][C:9]([C:11]([F:14])([F:13])[F:12])=[N:10][C:5]2=[N:4][CH:3]=1.CC1(C)COB([C:22]2[CH:23]=[C:24]([CH:33]=[CH:34][CH:35]=2)[O:25][CH2:26][C:27]2[N:31]=[CH:30][N:29]([CH3:32])[N:28]=2)OC1.C([O-])([O-])=O.[Na+].[Na+]. The catalyst class is: 276. (3) Reactant: ClC[C:3]([N:5]([CH2:16][CH:17]1[C:25]2[C:20](=[CH:21][C:22]([C:26]#[N:27])=[CH:23][CH:24]=2)[CH2:19][CH2:18]1)[CH2:6][CH2:7][NH:8][C:9](=O)OC(C)(C)C)=[O:4].CCO.C([O-])([O-])=O.[K+].[K+]. Product: [O:4]=[C:3]1[CH2:9][NH:8][CH2:7][CH2:6][N:5]1[CH2:16][CH:17]1[C:25]2[C:20](=[CH:21][C:22]([C:26]#[N:27])=[CH:23][CH:24]=2)[CH2:19][CH2:18]1. The catalyst class is: 89. (4) Reactant: [CH:1]1([NH:6][C:7]2[C:12]([CH2:13][OH:14])=[CH:11][N:10]=[C:9]([S:15][CH3:16])[N:8]=2)[CH2:5][CH2:4][CH2:3][CH2:2]1. Product: [CH:1]1([NH:6][C:7]2[C:12]([CH:13]=[O:14])=[CH:11][N:10]=[C:9]([S:15][CH3:16])[N:8]=2)[CH2:2][CH2:3][CH2:4][CH2:5]1. The catalyst class is: 704. (5) Reactant: [Cl:1][C:2]1[C:10]2[C:5](=[CH:6][C:7]([S:11]([N:14]3[CH2:19][C:18](=[O:20])[N:17]([CH2:21][CH:22]4[CH2:27][CH2:26][N:25]([C:28]5[CH:33]=[CH:32][C:31](=[O:34])[N:30]([CH3:35])[N:29]=5)[CH2:24][CH2:23]4)[CH:16]([C:36](O)=[O:37])[CH2:15]3)(=[O:13])=[O:12])=[CH:8][CH:9]=2)[NH:4][CH:3]=1.C([N:42]([CH2:46][CH3:47])[CH:43](C)C)(C)C.F[B-](F)(F)F.N1(OC(N(C)C)=[N+](C)C)C2C=CC=CC=2N=N1.N1CCC1. Product: [N:42]1([C:36]([CH:16]2[CH2:15][N:14]([S:11]([C:7]3[CH:6]=[C:5]4[C:10]([C:2]([Cl:1])=[CH:3][NH:4]4)=[CH:9][CH:8]=3)(=[O:12])=[O:13])[CH2:19][C:18](=[O:20])[N:17]2[CH2:21][CH:22]2[CH2:23][CH2:24][N:25]([C:28]3[CH:33]=[CH:32][C:31](=[O:34])[N:30]([CH3:35])[N:29]=3)[CH2:26][CH2:27]2)=[O:37])[CH2:43][CH2:47][CH2:46]1. The catalyst class is: 9.